Predict the reactants needed to synthesize the given product. From a dataset of Full USPTO retrosynthesis dataset with 1.9M reactions from patents (1976-2016). (1) The reactants are: Cl[C:2]1[CH:3]=[CH:4][C:5]2[N:6]([C:8]([C:11]3[CH:16]=[CH:15][CH:14]=[C:13]([Cl:17])[CH:12]=3)=[CH:9][N:10]=2)[N:7]=1.[NH:18]1[CH2:23][CH2:22][CH2:21][C@H:20]([NH2:24])[CH2:19]1.C([O-])(O)=O.[Na+]. Given the product [Cl:17][C:13]1[CH:12]=[C:11]([C:8]2[N:6]3[N:7]=[C:2]([N:18]4[CH2:23][CH2:22][CH2:21][C@H:20]([NH2:24])[CH2:19]4)[CH:3]=[CH:4][C:5]3=[N:10][CH:9]=2)[CH:16]=[CH:15][CH:14]=1, predict the reactants needed to synthesize it. (2) Given the product [CH2:1]([O:8][C:9]1[CH:16]=[CH:15][C:12]([C:13]2[NH:26][C:25]3=[N:24][C:23]([C:27]4[CH:28]=[N:29][CH:30]=[CH:31][CH:32]=4)=[CH:22][CH:21]=[C:20]3[N:17]=2)=[CH:11][CH:10]=1)[C:2]1[CH:7]=[CH:6][CH:5]=[CH:4][CH:3]=1, predict the reactants needed to synthesize it. The reactants are: [CH2:1]([O:8][C:9]1[CH:16]=[CH:15][C:12]([CH:13]=O)=[CH:11][CH:10]=1)[C:2]1[CH:7]=[CH:6][CH:5]=[CH:4][CH:3]=1.[N+:17]([C:20]1[CH:21]=[CH:22][C:23]([C:27]2[CH:28]=[N:29][CH:30]=[CH:31][CH:32]=2)=[N:24][C:25]=1[NH2:26])([O-])=O.[O-]S(S([O-])=O)=O.[Na+].[Na+].N.